This data is from Reaction yield outcomes from USPTO patents with 853,638 reactions. The task is: Predict the reaction yield, written as a fraction of the theoretical maximum amount of product (1.0 means a 100% yield; for example, 0.34 means a 34% yield). (1) The reactants are [Cl:1][C:2]1[CH:7]=[CH:6][C:5]([N:8]2[CH2:13][CH2:12][CH:11]([N:14](C)[C:15](=O)OC(C)(C)C)[CH2:10][CH2:9]2)=[CH:4][CH:3]=1. The catalyst is C(Cl)Cl.FC(F)(F)C(O)=O. The product is [Cl:1][C:2]1[CH:7]=[CH:6][C:5]([N:8]2[CH2:9][CH2:10][CH:11]([NH:14][CH3:15])[CH2:12][CH2:13]2)=[CH:4][CH:3]=1. The yield is 0.950. (2) The reactants are C1(P(C2CCCCC2)C2C=CC=CC=2C2C(N(C)C)=CC=CC=2)CCCCC1.CC([O-])(C)C.[Na+].[NH:35]1[CH2:40][CH2:39][O:38][CH2:37][CH2:36]1.Br[C:42]1[CH:43]=[C:44]2[C:48](=[CH:49][CH:50]=1)[NH:47][CH:46]=[C:45]2[CH2:51][CH2:52][NH:53][C:54](=[O:69])[C:55]1[CH:60]=[CH:59][C:58]([CH2:61][C:62]2[CH:67]=[CH:66][CH:65]=[C:64]([F:68])[CH:63]=2)=[CH:57][CH:56]=1. The catalyst is O1CCOCC1.C([O-])(=O)C.[Pd+2].C([O-])(=O)C. The product is [F:68][C:64]1[CH:63]=[C:62]([CH:67]=[CH:66][CH:65]=1)[CH2:61][C:58]1[CH:57]=[CH:56][C:55]([C:54]([NH:53][CH2:52][CH2:51][C:45]2[C:44]3[C:48](=[CH:49][CH:50]=[C:42]([N:35]4[CH2:40][CH2:39][O:38][CH2:37][CH2:36]4)[CH:43]=3)[NH:47][CH:46]=2)=[O:69])=[CH:60][CH:59]=1. The yield is 0.0600. (3) The reactants are CC1(C)[O:6][C@H:5]([CH2:7][C:8]([O:10][CH3:11])=[O:9])[C:4](=[O:12])O1.Cl.[Na+].[Cl-].C1C=CC2N(O)N=NC=2C=1.CCN=C=NCCCN(C)C.[N:38]1([C:44]([O:46][CH2:47][C:48]2[CH:53]=[CH:52][CH:51]=[CH:50][CH:49]=2)=[O:45])[CH2:43][CH2:42][NH:41][CH2:40][CH2:39]1.C(N(CC)CC)C. The catalyst is C1COCC1. The product is [CH2:47]([O:46][C:44]([N:38]1[CH2:43][CH2:42][N:41]([C:4](=[O:12])[C@H:5]([OH:6])[CH2:7][C:8]([O:10][CH3:11])=[O:9])[CH2:40][CH2:39]1)=[O:45])[C:48]1[CH:53]=[CH:52][CH:51]=[CH:50][CH:49]=1. The yield is 0.210. (4) The reactants are C[Al](C)C.[CH:5]([NH2:8])([CH3:7])[CH3:6].C[O:10][C:11](=O)[C:12]1[CH:17]=[CH:16][C:15](/[CH:18]=[CH:19]/[C:20]2[C:21]([C:26]3[CH:31]=[CH:30][CH:29]=[CH:28][CH:27]=3)=[N:22][O:23][C:24]=2[CH3:25])=[N:14][CH:13]=1.O. The catalyst is O1CCOCC1. The product is [CH:5]([NH:8][C:11](=[O:10])[C:12]1[CH:17]=[CH:16][C:15](/[CH:18]=[CH:19]/[C:20]2[C:21]([C:26]3[CH:31]=[CH:30][CH:29]=[CH:28][CH:27]=3)=[N:22][O:23][C:24]=2[CH3:25])=[N:14][CH:13]=1)([CH3:7])[CH3:6]. The yield is 0.780. (5) The reactants are [N:1]([C@@H:4]([CH3:20])[CH2:5][N:6]1[C:14]2[C:9](=[CH:10][CH:11]=[C:12]3[O:18][CH2:17][CH:16]([OH:19])[CH2:15][C:13]3=2)[CH:8]=[N:7]1)=[N+]=[N-]. The catalyst is CO. The product is [NH2:1][C@@H:4]([CH3:20])[CH2:5][N:6]1[C:14]2[C:9](=[CH:10][CH:11]=[C:12]3[O:18][CH2:17][CH:16]([OH:19])[CH2:15][C:13]3=2)[CH:8]=[N:7]1. The yield is 0.880.